This data is from Catalyst prediction with 721,799 reactions and 888 catalyst types from USPTO. The task is: Predict which catalyst facilitates the given reaction. (1) Reactant: [NH:1]1[CH2:6][CH2:5][CH:4]([C:7]2[CH:8]=[C:9]([CH:19]=[CH:20][CH:21]=2)[CH2:10][NH:11][C:12](=[O:18])[O:13][C:14]([CH3:17])([CH3:16])[CH3:15])[CH2:3][CH2:2]1.[OH:22][C:23]1[CH:24]=[C:25]([CH:29]=[CH:30][C:31]=1[OH:32])[C:26](O)=[O:27].CCN=C=NCCCN(C)C.C1C=CC2N(O)N=NC=2C=1.CCN(C(C)C)C(C)C. Product: [OH:22][C:23]1[CH:24]=[C:25]([CH:29]=[CH:30][C:31]=1[OH:32])[C:26]([N:1]1[CH2:6][CH2:5][CH:4]([C:7]2[CH:8]=[C:9]([CH:19]=[CH:20][CH:21]=2)[CH2:10][NH:11][C:12](=[O:18])[O:13][C:14]([CH3:17])([CH3:15])[CH3:16])[CH2:3][CH2:2]1)=[O:27]. The catalyst class is: 31. (2) Product: [F:1][C:2]1[C:7]([O:8][CH3:9])=[CH:6][C:5]([O:10][CH3:11])=[C:4]([F:12])[C:3]=1[N:13]1[C:22](=[O:23])[C:21]2([CH2:25][CH2:24]2)[C:20]2[C:15](=[CH:16][N:17]=[C:18]([C:26]3[C:27]([CH3:31])=[N:28][N:29]([CH2:2][CH2:3][N:13]4[CH2:22][CH2:32][O:35][CH2:15][CH2:14]4)[CH:30]=3)[CH:19]=2)[CH2:14]1. The catalyst class is: 47. Reactant: [F:1][C:2]1[C:7]([O:8][CH3:9])=[CH:6][C:5]([O:10][CH3:11])=[C:4]([F:12])[C:3]=1[N:13]1[C:22](=[O:23])[C:21]2([CH2:25][CH2:24]2)[C:20]2[C:15](=[CH:16][N:17]=[C:18]([C:26]3[C:27]([CH3:31])=[N:28][NH:29][CH:30]=3)[CH:19]=2)[CH2:14]1.[C:32](=[O:35])([O-])[O-].[Cs+].[Cs+].